From a dataset of Catalyst prediction with 721,799 reactions and 888 catalyst types from USPTO. Predict which catalyst facilitates the given reaction. Reactant: [O-]CC.[K+].CO[CH2:20][CH2:21][O:22][CH2:23][CH2:24]N([CH2:20][CH2:21][O:22][CH2:23][CH2:24]OC)[CH2:20][CH2:21][O:22][CH2:23][CH2:24]OC.[CH2:27]([CH:29]([C:32]1[C:33]2[N:34]([C:39]([C:43]3[S:47][C:46]4[CH:48]=[CH:49]C(F)=C[C:45]=4[C:44]=3[CH3:53])=[C:40]([CH3:42])[N:41]=2)[N:35]=[C:36]([CH3:38])[CH:37]=1)[CH2:30][CH3:31])[CH3:28].C(#N)C. Product: [CH2:27]([CH:29]([C:32]1[C:33]2[N:34]([C:39]([C:43]3[S:47][C:46]4[CH:48]=[CH:49][C:23]([O:22][CH2:21][CH3:20])=[CH:24][C:45]=4[C:44]=3[CH3:53])=[C:40]([CH3:42])[N:41]=2)[N:35]=[C:36]([CH3:38])[CH:37]=1)[CH2:30][CH3:31])[CH3:28]. The catalyst class is: 46.